Dataset: Full USPTO retrosynthesis dataset with 1.9M reactions from patents (1976-2016). Task: Predict the reactants needed to synthesize the given product. Given the product [C:10]1([NH:20][CH2:21][CH2:22][NH:23][C:32](=[O:33])[O:31][CH2:24][C:25]2[CH:30]=[CH:29][CH:28]=[CH:27][CH:26]=2)[C:19]2[C:14](=[CH:15][CH:16]=[CH:17][CH:18]=2)[CH:13]=[CH:12][CH:11]=1, predict the reactants needed to synthesize it. The reactants are: C(N(CC)CC)C.Cl.Cl.[C:10]1([NH:20][CH2:21][CH2:22][NH2:23])[C:19]2[C:14](=[CH:15][CH:16]=[CH:17][CH:18]=2)[CH:13]=[CH:12][CH:11]=1.[CH2:24]([O:31][C:32](Cl)=[O:33])[C:25]1[CH:30]=[CH:29][CH:28]=[CH:27][CH:26]=1.